From a dataset of Catalyst prediction with 721,799 reactions and 888 catalyst types from USPTO. Predict which catalyst facilitates the given reaction. (1) Reactant: Br[C:2]1[CH:7]=[CH:6][C:5]([CH:8]([NH:12][C:13](=[O:19])[O:14][C:15]([CH3:18])([CH3:17])[CH3:16])[CH:9]([CH3:11])[CH3:10])=[CH:4][CH:3]=1.CC([O-])=O.[K+].[CH3:25][C:26]1([CH3:42])[C:30]([CH3:32])([CH3:31])[O:29][B:28]([B:28]2[O:29][C:30]([CH3:32])([CH3:31])[C:26]([CH3:42])([CH3:25])[O:27]2)[O:27]1.O. Product: [CH3:10][CH:9]([CH3:11])[CH:8]([NH:12][C:13](=[O:19])[O:14][C:15]([CH3:18])([CH3:17])[CH3:16])[C:5]1[CH:6]=[CH:7][C:2]([B:28]2[O:29][C:30]([CH3:32])([CH3:31])[C:26]([CH3:42])([CH3:25])[O:27]2)=[CH:3][CH:4]=1. The catalyst class is: 75. (2) Reactant: [OH-].[Li+].CC1(C)[O:9][C:8](=[O:10])[C:7]([CH2:21][C:22]2[CH:27]=[CH:26][C:25]([N+:28]([O-:30])=[O:29])=[CH:24][CH:23]=2)([CH2:11][C:12]2[CH:17]=[CH:16][C:15]([N+:18]([O-:20])=[O:19])=[CH:14][CH:13]=2)[C:6](=[O:31])[O:5]1.O1CCCC1.O.Cl. Product: [N+:18]([C:15]1[CH:14]=[CH:13][C:12]([CH2:11][C:7]([CH2:21][C:22]2[CH:27]=[CH:26][C:25]([N+:28]([O-:30])=[O:29])=[CH:24][CH:23]=2)([C:6]([OH:31])=[O:5])[C:8]([OH:10])=[O:9])=[CH:17][CH:16]=1)([O-:20])=[O:19]. The catalyst class is: 6. (3) Product: [Cl:13][C:14]1[N:22]=[C:21]2[C:17]([N:18]=[CH:19][N:20]2[CH:24]([CH3:29])[CH3:25])=[C:16]([Cl:23])[N:15]=1. The catalyst class is: 1. Reactant: CCOC(/N=N/C(OCC)=O)=O.[Cl:13][C:14]1[N:22]=[C:21]2[C:17]([NH:18][CH:19]=[N:20]2)=[C:16]([Cl:23])[N:15]=1.[C:24]1(P(C2C=CC=CC=2)C2C=CC=CC=2)[CH:29]=CC=C[CH:25]=1.C(O)(C)C.